From a dataset of Catalyst prediction with 721,799 reactions and 888 catalyst types from USPTO. Predict which catalyst facilitates the given reaction. (1) Reactant: S(Cl)(Cl)=O.[Cl:5][C:6]1[CH:11]=[CH:10][C:9]([N:12]2[CH:16]=[C:15]([C:17](O)=O)[CH:14]=[N:13]2)=[CH:8][CH:7]=1.[Si](C=[N+]=[N-])(C)(C)[CH3:21].[ClH:27].[OH-:28].[Na+]. Product: [Cl:27][CH2:21][C:17]([C:15]1[CH:14]=[N:13][N:12]([C:9]2[CH:10]=[CH:11][C:6]([Cl:5])=[CH:7][CH:8]=2)[CH:16]=1)=[O:28]. The catalyst class is: 28. (2) Reactant: [F:1][C:2]1[CH:7]=[CH:6][C:5]([OH:8])=[CH:4][CH:3]=1.Cl[S:10]([OH:13])(=[O:12])=[O:11].Cl. The catalyst class is: 22. Product: [F:1][C:2]1[CH:7]=[CH:6][C:5]([OH:8])=[C:4]([S:10]([OH:13])(=[O:12])=[O:11])[CH:3]=1.